From a dataset of Reaction yield outcomes from USPTO patents with 853,638 reactions. Predict the reaction yield, written as a fraction of the theoretical maximum amount of product (1.0 means a 100% yield; for example, 0.34 means a 34% yield). (1) The catalyst is CN(C=O)C.[Cu]I. The product is [CH3:1][N:2]1[CH:6]=[CH:5][C:4]([NH:7][C:8]([C:10]2[CH:20]=[C:19]([O:21][C:23]3[CH:28]=[CH:27][C:26]([CH:29]([F:31])[F:30])=[CH:25][CH:24]=3)[C:13]3[CH2:14][C:15]([CH3:18])([CH3:17])[O:16][C:12]=3[CH:11]=2)=[O:9])=[N:3]1. The yield is 0.120. The reactants are [CH3:1][N:2]1[CH:6]=[CH:5][C:4]([NH:7][C:8]([C:10]2[CH:20]=[C:19]([OH:21])[C:13]3[CH2:14][C:15]([CH3:18])([CH3:17])[O:16][C:12]=3[CH:11]=2)=[O:9])=[N:3]1.Br[C:23]1[CH:28]=[CH:27][C:26]([CH:29]([F:31])[F:30])=[CH:25][CH:24]=1.C([O-])([O-])=O.[Cs+].[Cs+]. (2) The reactants are [CH3:1][O:2][C:3](=[O:31])[C:4]([C:16]1[CH:21]=[CH:20][C:19]([O:22][C:23]2[CH:28]=[CH:27][C:26]([CH:29]=[O:30])=[CH:25][CH:24]=2)=[CH:18][CH:17]=1)=[CH:5][C:6]1[CH:11]=[C:10]([O:12][CH3:13])[CH:9]=[C:8]([O:14][CH3:15])[CH:7]=1.[BH4-].[Na+]. The catalyst is C(O)C. The product is [CH3:1][O:2][C:3](=[O:31])[C:4]([C:16]1[CH:21]=[CH:20][C:19]([O:22][C:23]2[CH:24]=[CH:25][C:26]([CH2:29][OH:30])=[CH:27][CH:28]=2)=[CH:18][CH:17]=1)=[CH:5][C:6]1[CH:11]=[C:10]([O:12][CH3:13])[CH:9]=[C:8]([O:14][CH3:15])[CH:7]=1. The yield is 1.00.